Task: Regression/Classification. Given a drug SMILES string, predict its absorption, distribution, metabolism, or excretion properties. Task type varies by dataset: regression for continuous measurements (e.g., permeability, clearance, half-life) or binary classification for categorical outcomes (e.g., BBB penetration, CYP inhibition). For this dataset (lipophilicity_astrazeneca), we predict Y.. Dataset: Experimental lipophilicity measurements (octanol/water distribution) for 4,200 compounds from AstraZeneca (1) The drug is CCCNCC(O)COc1ccccc1C(=O)CCc1ccccc1. The Y is 1.72 logD. (2) The Y is 1.92 logD. The drug is O=S(=O)(CCCNCCc1ccc(O)c2nc(O)sc12)NCCOCCc1cccc(Cl)c1. (3) The molecule is Cc1cc(Oc2ccnc(Nc3ccc(S(N)(=O)=O)cc3)c2)c(-c2ccccn2)nc1C. The Y is 2.34 logD.